From a dataset of hERG potassium channel inhibition data for cardiac toxicity prediction from Karim et al.. Regression/Classification. Given a drug SMILES string, predict its toxicity properties. Task type varies by dataset: regression for continuous values (e.g., LD50, hERG inhibition percentage) or binary classification for toxic/non-toxic outcomes (e.g., AMES mutagenicity, cardiotoxicity, hepatotoxicity). Dataset: herg_karim. (1) The molecule is COc1ccc2ncc(F)c(CCC34CCC(NCc5ccc6c(n5)NC(=O)CO6)(CC3)CO4)c2n1. The result is 1 (blocker). (2) The molecule is Cc1nnc2ccc(N3CCC(c4cc(F)c(F)cc4F)C(N)C3)nn12. The result is 0 (non-blocker). (3) The molecule is Cc1c(C)n(Cc2ccccc2)c2ncnc(OC3CCN(Cc4cscn4)CC3)c12. The result is 1 (blocker). (4) The molecule is Cc1ccoc1-c1nnc(SCCCN2C[C@H]3C[C@@]3(c3ccc(C(F)(F)F)cc3)C2)n1C. The result is 1 (blocker). (5) The compound is Cc1ccc(-c2nnc(SCCCN3CCc4ccc(-c5cc(C)on5)cc4CC3)n2C)cc1. The result is 1 (blocker). (6) The molecule is COC(=O)C1(CNC(=O)c2cc(OC)cc(OC)c2)CCN(Cc2ccccc2OC)CC1. The result is 1 (blocker). (7) The result is 1 (blocker). The molecule is COc1ccc(C(=O)NC2(c3ccccc3)CCN(c3cc(N)ccn3)CC2)c(OC)c1. (8) The compound is O=C(O)c1ccnc2c(N3CCN(CCc4ccc(OCCCN5CCCCCC5)cc4)CC3)cccc12. The result is 0 (non-blocker).